Task: Predict the product of the given reaction.. Dataset: Forward reaction prediction with 1.9M reactions from USPTO patents (1976-2016) (1) Given the reactants [NH2:1][C:2]1[CH:17]=[CH:16][C:15]([F:18])=[CH:14][C:3]=1[NH:4][C:5]1[CH:10]=[CH:9][C:8]([CH2:11][CH2:12][OH:13])=[CH:7][CH:6]=1.[C:19](Cl)(=[O:24])[CH2:20][CH2:21][CH2:22][CH3:23], predict the reaction product. The product is: [C:19]([O:13][CH2:12][CH2:11][C:8]1[CH:9]=[CH:10][C:5]([N:4]2[C:3]3[CH:14]=[C:15]([F:18])[CH:16]=[CH:17][C:2]=3[N:1]=[C:14]2[CH2:3][CH2:2][CH2:17][CH3:16])=[CH:6][CH:7]=1)(=[O:24])[CH2:20][CH2:21][CH2:22][CH3:23]. (2) The product is: [F:11][C:10]([F:13])([F:12])[C:8]1[CH:9]=[C:4]([C:3]2[N:18]([C:19]3[CH:24]=[CH:23][C:22]([C:25]4[CH:26]=[CH:27][C:28]([C:31]([F:32])([F:33])[F:34])=[CH:29][CH:30]=4)=[CH:21][C:20]=3[C:35]3[N:36]=[N:37][NH:38][N:39]=3)[C:41](=[O:43])[NH:1][N:2]=2)[CH:5]=[C:6]([C:14]([F:16])([F:17])[F:15])[CH:7]=1. Given the reactants [NH2:1][NH:2][C:3](=[N:18][C:19]1[CH:24]=[CH:23][C:22]([C:25]2[CH:30]=[CH:29][C:28]([C:31]([F:34])([F:33])[F:32])=[CH:27][CH:26]=2)=[CH:21][C:20]=1[C:35]1[NH:39][N:38]=[N:37][N:36]=1)[C:4]1[CH:9]=[C:8]([C:10]([F:13])([F:12])[F:11])[CH:7]=[C:6]([C:14]([F:17])([F:16])[F:15])[CH:5]=1.Cl[C:41](Cl)([O:43]C(=O)OC(Cl)(Cl)Cl)Cl, predict the reaction product. (3) Given the reactants [CH3:1][C:2]1[O:3][C:4]([C:10]([F:13])([F:12])[F:11])=[C:5]([C:7]([OH:9])=O)[N:6]=1.Cl.[CH3:15][NH:16][O:17][CH3:18].CN1CCOCC1.CCN=C=NCCCN(C)C.Cl, predict the reaction product. The product is: [CH3:18][O:17][N:16]([CH3:15])[C:7]([C:5]1[N:6]=[C:2]([CH3:1])[O:3][C:4]=1[C:10]([F:13])([F:12])[F:11])=[O:9]. (4) Given the reactants [Li+].[OH-].[CH3:3][C:4]1[C:9]([C:10]#[C:11][C:12]2[CH:17]=[CH:16][C:15]([CH2:18][C:19]([O:21]C)=[O:20])=[CH:14][CH:13]=2)=[CH:8][CH:7]=[CH:6][N:5]=1, predict the reaction product. The product is: [CH3:3][C:4]1[C:9]([C:10]#[C:11][C:12]2[CH:13]=[CH:14][C:15]([CH2:18][C:19]([OH:21])=[O:20])=[CH:16][CH:17]=2)=[CH:8][CH:7]=[CH:6][N:5]=1. (5) Given the reactants [NH2:1][C:2]1[N:10]=[CH:9][N:8]=[C:7]2[C:3]=1[N:4]=[CH:5][N:6]2[C@H:11]1[C@@H:15]2[O:16][C:17]([CH3:20])([CH3:19])[O:18][C@@H:14]2[C@@H:13]([CH2:21][NH:22][CH2:23][CH2:24][CH2:25][N:26]2[C:34](=[O:35])[C:33]3[C:28](=[CH:29][CH:30]=[CH:31][CH:32]=3)[C:27]2=[O:36])[O:12]1.I[CH:38]([CH3:40])[CH3:39].C([O-])([O-])=O.[K+].[K+], predict the reaction product. The product is: [NH2:1][C:2]1[N:10]=[CH:9][N:8]=[C:7]2[C:3]=1[N:4]=[CH:5][N:6]2[C@H:11]1[C@@H:15]2[O:16][C:17]([CH3:19])([CH3:20])[O:18][C@@H:14]2[C@@H:13]([CH2:21][N:22]([CH:38]([CH3:40])[CH3:39])[CH2:23][CH2:24][CH2:25][N:26]2[C:34](=[O:35])[C:33]3[C:28](=[CH:29][CH:30]=[CH:31][CH:32]=3)[C:27]2=[O:36])[O:12]1. (6) Given the reactants [F:1][C:2]1[CH:7]=[CH:6][C:5]([C@H:8]2[C@H:13]([OH:14])[CH2:12][CH2:11][N:10]([C:15]([O:17][C:18]([CH3:21])([CH3:20])[CH3:19])=[O:16])[CH2:9]2)=[CH:4][CH:3]=1.C1CCCCC1.ClCCCl.[F:32][C:33]([F:54])([F:53])[C:34]1[CH:35]=[C:36]([C@@H:44](OC(=N)C(Cl)(Cl)Cl)[CH3:45])[CH:37]=[C:38]([C:40]([F:43])([F:42])[F:41])[CH:39]=1.[H+].[B-](F)(F)(F)F, predict the reaction product. The product is: [F:32][C:33]([F:53])([F:54])[C:34]1[CH:35]=[C:36]([C@H:44]([O:14][C@H:13]2[CH2:12][CH2:11][N:10]([C:15]([O:17][C:18]([CH3:21])([CH3:20])[CH3:19])=[O:16])[CH2:9][C@@H:8]2[C:5]2[CH:4]=[CH:3][C:2]([F:1])=[CH:7][CH:6]=2)[CH3:45])[CH:37]=[C:38]([C:40]([F:41])([F:42])[F:43])[CH:39]=1. (7) Given the reactants [CH3:1][N:2]([CH2:4][C:5]1([C:11]2[CH:16]=[CH:15][C:14]([OH:17])=[CH:13][CH:12]=2)[CH2:10][CH2:9][O:8][CH2:7][CH2:6]1)[CH3:3].[N:18]1([CH2:23][CH2:24][CH:25](O)[CH3:26])[CH2:22][CH2:21][CH2:20][CH2:19]1.C1C=CC(P(C2C=CC=CC=2)C2C=CC=CC=2)=CC=1.CC(OC(/N=N/C(OC(C)C)=O)=O)C, predict the reaction product. The product is: [CH3:3][N:2]([CH3:1])[CH2:4][C:5]1([C:11]2[CH:16]=[CH:15][C:14]([O:17][CH:25]([CH3:26])[CH2:24][CH2:23][N:18]3[CH2:22][CH2:21][CH2:20][CH2:19]3)=[CH:13][CH:12]=2)[CH2:6][CH2:7][O:8][CH2:9][CH2:10]1.